Dataset: CYP3A4 inhibition data for predicting drug metabolism from PubChem BioAssay. Task: Regression/Classification. Given a drug SMILES string, predict its absorption, distribution, metabolism, or excretion properties. Task type varies by dataset: regression for continuous measurements (e.g., permeability, clearance, half-life) or binary classification for categorical outcomes (e.g., BBB penetration, CYP inhibition). Dataset: cyp3a4_veith. (1) The compound is COc1ccc(-n2ccnc2SCC(=O)Nc2ccccc2)cc1. The result is 1 (inhibitor). (2) The drug is Cn1nnc(NC(=O)c2ccco2)n1. The result is 0 (non-inhibitor). (3) The molecule is COc1cccc(OC)c1C(=O)Nc1ccc2c3c(cccc13)CC2. The result is 0 (non-inhibitor). (4) The compound is COc1ccc(-n2nc(C(=O)NCC(=O)Nc3ccccn3)c3ccccc3c2=O)cc1. The result is 1 (inhibitor).